From a dataset of Reaction yield outcomes from USPTO patents with 853,638 reactions. Predict the reaction yield, written as a fraction of the theoretical maximum amount of product (1.0 means a 100% yield; for example, 0.34 means a 34% yield). The reactants are CC1(C)C(C)(C)OB([C:9]2[CH:14]=[CH:13][C:12]([N:15]3[C:19]4[CH:20]=[CH:21][CH:22]=[CH:23][C:18]=4[N:17]=[CH:16]3)=[CH:11][CH:10]=2)O1.[CH3:25][O:26][C:27]([C:29]1[N:30]([CH3:35])[C:31](Br)=[N:32][CH:33]=1)=[O:28].C(=O)([O-])[O-].[K+].[K+]. The catalyst is COCCOC.C(OCC)(=O)C.C1C=CC([P]([Pd]([P](C2C=CC=CC=2)(C2C=CC=CC=2)C2C=CC=CC=2)([P](C2C=CC=CC=2)(C2C=CC=CC=2)C2C=CC=CC=2)[P](C2C=CC=CC=2)(C2C=CC=CC=2)C2C=CC=CC=2)(C2C=CC=CC=2)C2C=CC=CC=2)=CC=1. The product is [CH3:25][O:26][C:27]([C:29]1[N:30]([CH3:35])[C:31]([C:9]2[CH:10]=[CH:11][C:12]([N:15]3[C:19]4[CH:20]=[CH:21][CH:22]=[CH:23][C:18]=4[N:17]=[CH:16]3)=[CH:13][CH:14]=2)=[N:32][CH:33]=1)=[O:28]. The yield is 0.360.